From a dataset of Forward reaction prediction with 1.9M reactions from USPTO patents (1976-2016). Predict the product of the given reaction. (1) Given the reactants [F:1][C:2]1[CH:7]=[CH:6][C:5]([OH:8])=[CH:4][CH:3]=1.F[C:10]1[CH:28]=[C:27]([C:29]([F:32])([F:31])[F:30])[CH:26]=[C:25]([C:33]([F:36])([F:35])[F:34])[C:11]=1[C:12]([NH:14][C:15]1[CH:24]=[CH:23][C:18]([C:19]([O:21][CH3:22])=[O:20])=[CH:17][CH:16]=1)=[O:13].C([O-])([O-])=O.[K+].[K+], predict the reaction product. The product is: [F:1][C:2]1[CH:7]=[CH:6][C:5]([O:8][C:10]2[CH:28]=[C:27]([C:29]([F:32])([F:31])[F:30])[CH:26]=[C:25]([C:33]([F:34])([F:35])[F:36])[C:11]=2[C:12]([NH:14][C:15]2[CH:16]=[CH:17][C:18]([C:19]([O:21][CH3:22])=[O:20])=[CH:23][CH:24]=2)=[O:13])=[CH:4][CH:3]=1. (2) Given the reactants [CH3:1][O:2][C:3](=[O:30])[C:4]1[CH:9]=[C:8]([C:10]#[N:11])[CH:7]=[CH:6][C:5]=1[CH2:12][N:13]([CH2:22][C:23]1[C:28]([CH3:29])=[CH:27][CH:26]=[CH:25][N:24]=1)[CH2:14][C:15]1[C:20]([CH3:21])=[CH:19][CH:18]=[CH:17][N:16]=1, predict the reaction product. The product is: [CH3:1][O:2][C:3](=[O:30])[C:4]1[CH:9]=[C:8]([CH2:10][NH2:11])[CH:7]=[CH:6][C:5]=1[CH2:12][N:13]([CH2:14][C:15]1[C:20]([CH3:21])=[CH:19][CH:18]=[CH:17][N:16]=1)[CH2:22][C:23]1[C:28]([CH3:29])=[CH:27][CH:26]=[CH:25][N:24]=1.